From a dataset of Reaction yield outcomes from USPTO patents with 853,638 reactions. Predict the reaction yield, written as a fraction of the theoretical maximum amount of product (1.0 means a 100% yield; for example, 0.34 means a 34% yield). (1) The catalyst is CN(C=O)C. The yield is 0.990. The reactants are [C:1]([C:5]1[CH:10]=[CH:9][C:8]([NH:11][C:12]2[C:21]3[C:16](=[CH:17][CH:18]=[CH:19][CH:20]=3)[C:15]([C:22]3[CH:27]=[CH:26][N:25]=[C:24](Cl)[N:23]=3)=[CH:14][N:13]=2)=[CH:7][CH:6]=1)([CH3:4])([CH3:3])[CH3:2].[C-]#N.[K+].C[CH2:33][N:34](CC)CC.C(Cl)Cl. The product is [C:1]([C:5]1[CH:10]=[CH:9][C:8]([NH:11][C:12]2[C:21]3[C:16](=[CH:17][CH:18]=[CH:19][CH:20]=3)[C:15]([C:22]3[CH:27]=[CH:26][N:25]=[C:24]([C:33]#[N:34])[N:23]=3)=[CH:14][N:13]=2)=[CH:7][CH:6]=1)([CH3:4])([CH3:3])[CH3:2]. (2) The product is [CH2:19]([C:26]1[O:30][N:29]=[C:28]([NH:31][C:16]([C:13]2[CH:12]=[CH:11][C:10]3[CH:9]=[C:8]4[C:2](=[O:1])[NH:3][CH2:4][CH2:5][CH2:6][N:7]4[C:15]=3[CH:14]=2)=[O:18])[CH:27]=1)[C:20]1[CH:21]=[CH:22][CH:23]=[CH:24][CH:25]=1. The reactants are [O:1]=[C:2]1[C:8]2=[CH:9][C:10]3[CH:11]=[CH:12][C:13]([C:16]([OH:18])=O)=[CH:14][C:15]=3[N:7]2[CH2:6][CH2:5][CH2:4][NH:3]1.[CH2:19]([C:26]1[O:30][N:29]=[C:28]([NH2:31])[CH:27]=1)[C:20]1[CH:25]=[CH:24][CH:23]=[CH:22][CH:21]=1.P(Cl)(Cl)(Cl)=O.O. The catalyst is N1C=CC=CC=1. The yield is 0.530. (3) The reactants are [NH2:1][C:2]1[CH:7]=[CH:6][C:5]([C:8]2[CH:13]=[CH:12][C:11]([C:14](=[O:23])[CH2:15][C:16]([CH3:22])([CH3:21])[C:17]([O:19]C)=[O:18])=[CH:10][CH:9]=2)=[CH:4][CH:3]=1.[CH3:24][C:25]1[CH:37]=[CH:36][C:28]2[N:29]=[C:30](S(C)(=O)=O)[O:31][C:27]=2[CH:26]=1.[OH-].[Na+].Cl. The catalyst is ClC(Cl)C.CO. The product is [CH3:21][C:16]([CH3:22])([CH2:15][C:14]([C:11]1[CH:10]=[CH:9][C:8]([C:5]2[CH:4]=[CH:3][C:2]([NH:1][C:30]3[O:31][C:27]4[CH:26]=[C:25]([CH3:24])[CH:37]=[CH:36][C:28]=4[N:29]=3)=[CH:7][CH:6]=2)=[CH:13][CH:12]=1)=[O:23])[C:17]([OH:19])=[O:18]. The yield is 0.321. (4) The product is [NH2:9][C:10]1[NH:11][N:12]([C:17]2[C:18]([Cl:25])=[CH:19][C:20]([Cl:24])=[CH:21][C:22]=2[Cl:23])[C:13](=[O:16])[C:14]=1[N:26]1[CH:30]=[CH:29][CH:28]=[N:27]1. The reactants are C([NH:9][C:10]1[NH:11][N:12]([C:17]2[C:22]([Cl:23])=[CH:21][C:20]([Cl:24])=[CH:19][C:18]=2[Cl:25])[C:13](=[O:16])[C:14]=1Br)(=O)C1C=CC=CC=1.[NH:26]1[CH:30]=[CH:29][CH:28]=[N:27]1.C(C1C(O)=C(C(C)(C)C)C=C(C)C=1)(C)(C)C.O.O.O.O.O.O.O.O.[OH-].[Ba+2].[OH-].[OH-].[Na+].Cl. The yield is 0.733. The catalyst is CO.CN1CCCC1=O. (5) The reactants are [CH3:1][O:2][C:3]1[CH:8]=[CH:7][C:6]([C:9]2[CH:17]=[CH:16][CH:15]=[C:14]3[C:10]=2[C:11]([NH2:18])=[N:12][NH:13]3)=[CH:5][CH:4]=1.CC1(C)OC(=O)[CH:23]([C:27]([CH:29]2[CH2:34][CH2:33][N:32]([C:35]([O:37][C:38]([CH3:41])([CH3:40])[CH3:39])=[O:36])[CH2:31][CH2:30]2)=O)[C:22](=O)[O:21]1.P([O-])([O-])([O-])=O.[K+].[K+].[K+]. The catalyst is C(#N)C. The product is [C:38]([O:37][C:35]([N:32]1[CH2:33][CH2:34][CH:29]([C:27]2[N:12]3[N:13]=[C:14]4[C:10]([C:9]([C:6]5[CH:5]=[CH:4][C:3]([O:2][CH3:1])=[CH:8][CH:7]=5)=[CH:17][CH:16]=[CH:15]4)=[C:11]3[NH:18][C:22](=[O:21])[CH:23]=2)[CH2:30][CH2:31]1)=[O:36])([CH3:41])([CH3:40])[CH3:39]. The yield is 0.540. (6) The reactants are [CH3:1][C:2]1[N:11]([C:12]2[CH:17]=[CH:16][C:15]([O:18][CH:19]3[CH2:24][CH2:23][NH:22][CH2:21][CH2:20]3)=[CH:14][CH:13]=2)[C:10](=[O:25])[C:9]2[C:4](=[CH:5][CH:6]=[CH:7][CH:8]=2)[N:3]=1.[CH2:26](I)[CH3:27].C(=O)([O-])[O-].[K+].[K+]. The catalyst is CN(C)C=O. The product is [CH2:26]([N:22]1[CH2:23][CH2:24][CH:19]([O:18][C:15]2[CH:14]=[CH:13][C:12]([N:11]3[C:10](=[O:25])[C:9]4[C:4](=[CH:5][CH:6]=[CH:7][CH:8]=4)[N:3]=[C:2]3[CH3:1])=[CH:17][CH:16]=2)[CH2:20][CH2:21]1)[CH3:27]. The yield is 0.460. (7) The reactants are [CH:1]1([C:7]2[C:8]3[CH:24]=[CH:23][C:22]([C:25]([O:27]C)=[O:26])=[CH:21][C:9]=3[N:10]3[C:16]=2[C:15]2[CH:17]=[CH:18][CH:19]=[CH:20][C:14]=2[O:13][CH2:12][CH2:11]3)[CH2:6][CH2:5][CH2:4][CH2:3][CH2:2]1.[OH-].[Na+].Cl. The catalyst is O1CCCC1.CO. The product is [CH:1]1([C:7]2[C:8]3[CH:24]=[CH:23][C:22]([C:25]([OH:27])=[O:26])=[CH:21][C:9]=3[N:10]3[C:16]=2[C:15]2[CH:17]=[CH:18][CH:19]=[CH:20][C:14]=2[O:13][CH2:12][CH2:11]3)[CH2:2][CH2:3][CH2:4][CH2:5][CH2:6]1. The yield is 0.852.